Dataset: Full USPTO retrosynthesis dataset with 1.9M reactions from patents (1976-2016). Task: Predict the reactants needed to synthesize the given product. (1) Given the product [CH:46]1([N:49]([CH2:50][C:51]2[CH:56]=[C:55]([CH2:57][CH2:58][O:59][CH3:60])[CH:54]=[CH:53][C:52]=2[CH3:61])[C:24]([C:13]2[C@@H:14]3[NH:16][C@H:10]([CH2:11][C:12]=2[C:27]2[CH:28]=[CH:29][C:30]([O:33][CH2:34][CH2:35][O:36][C:37]4[C:42]([Cl:43])=[CH:41][C:40]([CH3:44])=[CH:39][C:38]=4[Cl:45])=[CH:31][CH:32]=2)[CH2:9][NH:8][CH2:15]3)=[O:25])[CH2:47][CH2:48]1, predict the reactants needed to synthesize it. The reactants are: C(OC([N:8]1[CH2:15][C@H:14]2[N:16](C(OC(C)(C)C)=O)[C@H:10]([CH2:11][C:12]([C:27]3[CH:32]=[CH:31][C:30]([O:33][CH2:34][CH2:35][O:36][C:37]4[C:42]([Cl:43])=[CH:41][C:40]([CH3:44])=[CH:39][C:38]=4[Cl:45])=[CH:29][CH:28]=3)=[C:13]2[C:24](O)=[O:25])[CH2:9]1)=O)(C)(C)C.[CH:46]1([NH:49][CH2:50][C:51]2[CH:56]=[C:55]([CH2:57][CH2:58][O:59][CH3:60])[CH:54]=[CH:53][C:52]=2[CH3:61])[CH2:48][CH2:47]1. (2) Given the product [Cl:20][C:21]1[CH:22]=[CH:23][C:24]([N+:27]([O-:29])=[O:28])=[C:25]([NH:1][CH2:2][C:3]2([CH3:19])[CH2:18][CH2:17][CH2:16][C:5]3([O:9][C:8](=[O:10])[N:7]([CH2:11][C:12]([CH3:14])([CH3:15])[CH3:13])[CH2:6]3)[CH2:4]2)[CH:26]=1, predict the reactants needed to synthesize it. The reactants are: [NH2:1][CH2:2][C:3]1([CH3:19])[CH2:18][CH2:17][CH2:16][C:5]2([O:9][C:8](=[O:10])[N:7]([CH2:11][C:12]([CH3:15])([CH3:14])[CH3:13])[CH2:6]2)[CH2:4]1.[Cl:20][C:21]1[CH:26]=[CH:25][C:24]([N+:27]([O-:29])=[O:28])=[C:23](F)[CH:22]=1.C(=O)([O-])[O-].[K+].[K+].